Dataset: Full USPTO retrosynthesis dataset with 1.9M reactions from patents (1976-2016). Task: Predict the reactants needed to synthesize the given product. Given the product [CH2:9]([O:8][C:6]([C:5]1[CH:11]=[N:12][C:13]2[C:14]([C:4]=1[OH:20])=[CH:15][C:16]([Br:19])=[CH:17][CH:18]=2)=[O:7])[CH3:10], predict the reactants needed to synthesize it. The reactants are: C(O[C:4](=[O:20])[C:5](=[CH:11][NH:12][C:13]1[CH:18]=[CH:17][C:16]([Br:19])=[CH:15][CH:14]=1)[C:6]([O:8][CH2:9][CH3:10])=[O:7])C.C1(OC2C=CC=CC=2)C=CC=CC=1.